Dataset: Catalyst prediction with 721,799 reactions and 888 catalyst types from USPTO. Task: Predict which catalyst facilitates the given reaction. (1) Reactant: [CH2:1]([O:8][C:9]1[CH:10]=[C:11]([CH2:15][C:16]#[N:17])[CH:12]=[CH:13][CH:14]=1)[C:2]1[CH:7]=[CH:6][CH:5]=[CH:4][CH:3]=1.C[Si]([N:22]=[N+:23]=[N-:24])(C)C.C([Sn](=O)CCCC)CCC. Product: [CH2:1]([O:8][C:9]1[CH:10]=[C:11]([CH:12]=[CH:13][CH:14]=1)[CH2:15][C:16]1[NH:24][N:23]=[N:22][N:17]=1)[C:2]1[CH:3]=[CH:4][CH:5]=[CH:6][CH:7]=1. The catalyst class is: 11. (2) Reactant: [N:1]1([C:10]([N:12]2[C:16]3[CH:17]=[CH:18][CH:19]=[CH:20][C:15]=3[N:14]=[N:13]2)=[NH:11])[C:5]2[CH:6]=CC=CC=2N=N1.N1CC[O:24][CH2:23][CH2:22]1. Product: [N:12]1([C:10]([N:1]2[CH2:5][CH2:6][O:24][CH2:23][CH2:22]2)=[NH:11])[C:16]2[CH:17]=[CH:18][CH:19]=[CH:20][C:15]=2[N:14]=[N:13]1. The catalyst class is: 1. (3) Product: [CH3:1][O:2][C:3]1[CH:4]=[CH:5][C:6]([CH:9]=[O:10])=[CH:7][N:8]=1. Reactant: [CH3:1][O:2][C:3]1[N:8]=[CH:7][C:6]([CH2:9][OH:10])=[CH:5][CH:4]=1. The catalyst class is: 2. (4) Reactant: [CH3:1][O:2][C:3]1[CH:10]=[CH:9][CH:8]=[C:7]([O:11][CH3:12])[C:4]=1[CH:5]=O.Cl.CN.[C:16]([BH3-])#[N:17].[Na+].Cl. Product: [CH3:16][NH:17][CH2:5][C:4]1[C:3]([O:2][CH3:1])=[CH:10][CH:9]=[CH:8][C:7]=1[O:11][CH3:12]. The catalyst class is: 5.